Dataset: Full USPTO retrosynthesis dataset with 1.9M reactions from patents (1976-2016). Task: Predict the reactants needed to synthesize the given product. (1) Given the product [C:13]([C:3]1[C:2]([I:15])=[CH:11][C:6]([C:7]([O:9][CH3:10])=[O:8])=[C:5]([CH3:12])[CH:4]=1)#[N:14], predict the reactants needed to synthesize it. The reactants are: N[C:2]1[C:3]([C:13]#[N:14])=[CH:4][C:5]([CH3:12])=[C:6]([CH:11]=1)[C:7]([O:9][CH3:10])=[O:8].[I:15]CI.N(OCCC(C)C)=O. (2) Given the product [C:18]([Si:15]([CH3:17])([CH3:16])[O:14][CH2:13][CH2:12][O:10][C:9]1[CH:8]=[CH:7][C:4]([CH:5]=[O:6])=[CH:3][C:2]=1[Cl:1])([CH3:21])([CH3:20])[CH3:19], predict the reactants needed to synthesize it. The reactants are: [Cl:1][C:2]1[CH:3]=[C:4]([CH:7]=[CH:8][C:9]=1[OH:10])[CH:5]=[O:6].Br[CH2:12][CH2:13][O:14][Si:15]([C:18]([CH3:21])([CH3:20])[CH3:19])([CH3:17])[CH3:16].C(=O)([O-])[O-].[Cs+].[Cs+].CS(C)=O.